This data is from Forward reaction prediction with 1.9M reactions from USPTO patents (1976-2016). The task is: Predict the product of the given reaction. (1) Given the reactants [C:1]([O:4][C@@H:5]1[C@@H:37]([O:38][C:39](=[O:41])[CH3:40])[C@H:36]([O:42][C:43](=[O:45])[CH3:44])[C@@H:35]([CH2:46][O:47][C:48](=[O:50])[CH3:49])[O:34][C@H:6]1[O:7][C:8]1[CH:13]=[C:12]([NH:14]C(OCC2C=CC=CC=2)=O)[CH:11]=[CH:10][C:9]=1[CH2:25][C:26]1[CH:31]=[CH:30][C:29]([CH2:32][CH3:33])=[CH:28][CH:27]=1)(=[O:3])[CH3:2], predict the reaction product. The product is: [C:1]([O:4][C@@H:5]1[C@@H:37]([O:38][C:39](=[O:41])[CH3:40])[C@H:36]([O:42][C:43](=[O:45])[CH3:44])[C@@H:35]([CH2:46][O:47][C:48](=[O:50])[CH3:49])[O:34][C@H:6]1[O:7][C:8]1[CH:13]=[C:12]([NH2:14])[CH:11]=[CH:10][C:9]=1[CH2:25][C:26]1[CH:31]=[CH:30][C:29]([CH2:32][CH3:33])=[CH:28][CH:27]=1)(=[O:3])[CH3:2]. (2) Given the reactants [CH3:1][C:2]1[CH:7]=[CH:6][N:5]=[CH:4][C:3]=1[O:8][C:9]1[C:10]([C:26]([NH:28]CC2C=CC(OC)=CC=2)=[O:27])=[C:11]([NH:17][C:18]2[CH:23]=[CH:22][C:21]([I:24])=[CH:20][C:19]=2[F:25])[N:12]([CH3:16])[C:13](=[O:15])[CH:14]=1.[Cl-].[Al+3].[Cl-].[Cl-].ClCCl.O, predict the reaction product. The product is: [F:25][C:19]1[CH:20]=[C:21]([I:24])[CH:22]=[CH:23][C:18]=1[NH:17][C:11]1[N:12]([CH3:16])[C:13](=[O:15])[CH:14]=[C:9]([O:8][C:3]2[CH:4]=[N:5][CH:6]=[CH:7][C:2]=2[CH3:1])[C:10]=1[C:26]([NH2:28])=[O:27]. (3) Given the reactants [NH2:1][CH:2]1[CH2:7][CH2:6][N:5]([CH2:8][CH:9]2[C:18]3[C:13]4=[C:14]([S:20][C:21](=[O:22])[N:12]4[CH2:11][CH2:10]2)[CH:15]=[CH:16][C:17]=3[Cl:19])[CH2:4][CH2:3]1.[O:23]1[C:32]2[CH:31]=[C:30]([CH:33]=O)[N:29]=[CH:28][C:27]=2[O:26][CH2:25][CH2:24]1, predict the reaction product. The product is: [ClH:19].[ClH:19].[Cl:19][C:17]1[CH:16]=[CH:15][C:14]2[S:20][C:21](=[O:22])[N:12]3[C:13]=2[C:18]=1[CH:9]([CH2:8][N:5]1[CH2:6][CH2:7][CH:2]([NH:1][CH2:33][C:30]2[N:29]=[CH:28][C:27]4[O:26][CH2:25][CH2:24][O:23][C:32]=4[CH:31]=2)[CH2:3][CH2:4]1)[CH2:10][CH2:11]3. (4) Given the reactants [C:1]1([N:7]2[N:11]=[N:10][C:9]([C:12]([O:14]CC)=[O:13])=[N:8]2)[CH:6]=[CH:5][CH:4]=[CH:3][CH:2]=1.[OH-].[Na+], predict the reaction product. The product is: [C:1]1([N:7]2[N:11]=[N:10][C:9]([C:12]([OH:14])=[O:13])=[N:8]2)[CH:2]=[CH:3][CH:4]=[CH:5][CH:6]=1.